From a dataset of NCI-60 drug combinations with 297,098 pairs across 59 cell lines. Regression. Given two drug SMILES strings and cell line genomic features, predict the synergy score measuring deviation from expected non-interaction effect. (1) Drug 1: C1CC(=O)NC(=O)C1N2CC3=C(C2=O)C=CC=C3N. Drug 2: CN(C)C1=NC(=NC(=N1)N(C)C)N(C)C. Cell line: HOP-92. Synergy scores: CSS=2.36, Synergy_ZIP=0.215, Synergy_Bliss=0.0134, Synergy_Loewe=-1.18, Synergy_HSA=-0.682. (2) Drug 1: CN1CCC(CC1)COC2=C(C=C3C(=C2)N=CN=C3NC4=C(C=C(C=C4)Br)F)OC. Drug 2: CN(C)N=NC1=C(NC=N1)C(=O)N. Cell line: SR. Synergy scores: CSS=2.15, Synergy_ZIP=-0.899, Synergy_Bliss=-2.45, Synergy_Loewe=-3.11, Synergy_HSA=-3.06. (3) Drug 1: CC1C(C(CC(O1)OC2CC(CC3=C2C(=C4C(=C3O)C(=O)C5=C(C4=O)C(=CC=C5)OC)O)(C(=O)CO)O)N)O.Cl. Drug 2: CC1=C(C(=O)C2=C(C1=O)N3CC4C(C3(C2COC(=O)N)OC)N4)N. Cell line: COLO 205. Synergy scores: CSS=33.0, Synergy_ZIP=0.821, Synergy_Bliss=0.183, Synergy_Loewe=-8.38, Synergy_HSA=0.713. (4) Drug 1: CN1C(=O)N2C=NC(=C2N=N1)C(=O)N. Drug 2: CCC1=C2CN3C(=CC4=C(C3=O)COC(=O)C4(CC)O)C2=NC5=C1C=C(C=C5)O. Cell line: NCI-H522. Synergy scores: CSS=14.1, Synergy_ZIP=2.36, Synergy_Bliss=1.86, Synergy_Loewe=-30.6, Synergy_HSA=-8.11.